This data is from Ames mutagenicity test results for genotoxicity prediction. The task is: Regression/Classification. Given a drug SMILES string, predict its toxicity properties. Task type varies by dataset: regression for continuous values (e.g., LD50, hERG inhibition percentage) or binary classification for toxic/non-toxic outcomes (e.g., AMES mutagenicity, cardiotoxicity, hepatotoxicity). Dataset: ames. (1) The compound is CCN(CC)c1ccc2nc3ccc(N(CC)CC)cc3[o+]c2c1. The result is 1 (mutagenic). (2) The molecule is COC(=O)C1C2CC3c4[nH]c5cc(OC)ccc5c4CCN3CC2CC(OC(=O)c2cc(OC)c(OC)c(OC)c2)C1OC. The result is 0 (non-mutagenic). (3) The compound is CCOC(=O)CC(=O)CCl. The result is 0 (non-mutagenic). (4) The drug is CCc1c2ccccc2cc2c3c(ccc12)C(O)C(O)C1OC31. The result is 1 (mutagenic). (5) The molecule is CC1C(C)(C)C2=C(C(=O)CCC2)C1(C)C. The result is 0 (non-mutagenic). (6) The compound is Oc1cc2ccc3cc4ccccc4c4ccc(c1)c2c34. The result is 1 (mutagenic).